Dataset: Forward reaction prediction with 1.9M reactions from USPTO patents (1976-2016). Task: Predict the product of the given reaction. (1) The product is: [OH:1][C:2]([CH:5]1[CH2:9][N:8]([C:10]2[CH:11]=[N:12][N:13]3[CH2:18][C@H:17]([CH3:19])[N:16]([C:20]([NH:60][C:54]4[CH:53]=[C:52]([F:51])[C:57]([F:58])=[C:56]([F:59])[CH:55]=4)=[O:21])[CH2:15][C:14]=23)[C:7](=[O:27])[CH2:6]1)([CH3:4])[CH3:3]. Given the reactants [OH:1][C:2]([CH:5]1[CH2:9][N:8]([C:10]2[CH:11]=[N:12][N:13]3[CH2:18][C@H:17]([CH3:19])[N:16]([C:20](OC(C)(C)C)=[O:21])[CH2:15][C:14]=23)[C:7](=[O:27])[CH2:6]1)([CH3:4])[CH3:3].C[C@H]1CN2N=CC(N3CCCC3=O)=C2CN1C(OC(C)(C)C)=O.[F:51][C:52]1[CH:53]=[C:54]([NH:60]C(=O)OC2C=CC=CC=2)[CH:55]=[C:56]([F:59])[C:57]=1[F:58].FC(F)C1C=C(NC(=O)OC2C=CC=CC=2)C=CN=1, predict the reaction product. (2) Given the reactants FC(F)(F)C(O)=O.[Cl:8][C:9]1[CH:10]=[C:11]([C@H:16]2[C:25]3[C:20](=[CH:21][C:22]([CH2:26][S:27]([C:30]4[CH:35]=[CH:34][CH:33]=[CH:32][CH:31]=4)(=[O:29])=[O:28])=[CH:23][CH:24]=3)[C@@H:19]([N:36](C)[C:37](=O)OC(C)(C)C)[CH2:18][CH2:17]2)[CH:12]=[CH:13][C:14]=1[Cl:15], predict the reaction product. The product is: [Cl:8][C:9]1[CH:10]=[C:11]([C@H:16]2[C:25]3[C:20](=[CH:21][C:22]([CH2:26][S:27]([C:30]4[CH:35]=[CH:34][CH:33]=[CH:32][CH:31]=4)(=[O:28])=[O:29])=[CH:23][CH:24]=3)[C@@H:19]([NH:36][CH3:37])[CH2:18][CH2:17]2)[CH:12]=[CH:13][C:14]=1[Cl:15]. (3) The product is: [CH2:3]([O:10][C:11]1[C:16]([C:17]([OH:19])=[O:18])=[C:15]([CH3:22])[C:14]([C:23]#[N:24])=[CH:13][CH:12]=1)[C:4]1[CH:5]=[CH:6][CH:7]=[CH:8][CH:9]=1. Given the reactants [OH-].[Na+].[CH2:3]([O:10][C:11]1[C:16]([C:17]([O:19]CC)=[O:18])=[C:15]([CH3:22])[C:14]([C:23]#[N:24])=[CH:13][CH:12]=1)[C:4]1[CH:9]=[CH:8][CH:7]=[CH:6][CH:5]=1, predict the reaction product. (4) The product is: [CH2:10]([N:17]1[CH2:22][CH2:21][N:20]([CH2:23][C:24]2[CH:29]=[CH:28][CH:27]=[CH:26][CH:25]=2)[CH2:19][C@@H:18]1[CH2:30][CH2:31][C:52]1[CH:57]=[CH:56][CH:55]=[CH:54][N:53]=1)[C:11]1[CH:12]=[CH:13][CH:14]=[CH:15][CH:16]=1. Given the reactants C12BC(CCC1)CCC2.[CH2:10]([N:17]1[CH2:22][CH2:21][N:20]([CH2:23][C:24]2[CH:29]=[CH:28][CH:27]=[CH:26][CH:25]=2)[CH2:19][C@@H:18]1[CH:30]=[CH2:31])[C:11]1[CH:16]=[CH:15][CH:14]=[CH:13][CH:12]=1.C1(P(C2C=CC=CC=2)C2C=CC=CC=2)C=CC=CC=1.Br[C:52]1[CH:57]=[CH:56][CH:55]=[CH:54][N:53]=1.[OH-].[Na+], predict the reaction product. (5) Given the reactants C[O:2][C:3]([CH:5]1[CH2:9][N:8]([C:10]([CH:12]2[CH2:14][CH2:13]2)=[O:11])[CH:7]2[CH2:15][CH2:16][N:17]([C:18](=[O:34])[CH:19]([NH:26][C:27]([O:29][C:30]([CH3:33])([CH3:32])[CH3:31])=[O:28])[CH:20]3[CH2:25][CH2:24][CH2:23][CH2:22][CH2:21]3)[CH:6]12)=[O:4].[OH-].[Na+], predict the reaction product. The product is: [C:30]([O:29][C:27]([NH:26][CH:19]([CH:20]1[CH2:25][CH2:24][CH2:23][CH2:22][CH2:21]1)[C:18]([N:17]1[CH:6]2[CH:7]([N:8]([C:10]([CH:12]3[CH2:13][CH2:14]3)=[O:11])[CH2:9][CH:5]2[C:3]([OH:4])=[O:2])[CH2:15][CH2:16]1)=[O:34])=[O:28])([CH3:33])([CH3:31])[CH3:32]. (6) Given the reactants COC[O:4][C:5]1[CH:10]=[CH:9][C:8]([C:11]2[C:20]([CH3:21])=[CH:19][C:18]3[C:17]([CH3:23])([CH3:22])[CH2:16][CH2:15][C:14]([CH3:25])([CH3:24])[C:13]=3[CH:12]=2)=[CH:7][C:6]=1[C:26](=[CH2:30])[C:27]([OH:29])=[O:28].CO.[CH2:33]1COCC1.S(=O)(=O)(O)O, predict the reaction product. The product is: [OH:4][C:5]1[CH:10]=[CH:9][C:8]([C:11]2[C:20]([CH3:21])=[CH:19][C:18]3[C:17]([CH3:23])([CH3:22])[CH2:16][CH2:15][C:14]([CH3:25])([CH3:24])[C:13]=3[CH:12]=2)=[CH:7][C:6]=1[C:26](=[CH2:30])[C:27]([O:29][CH3:33])=[O:28]. (7) Given the reactants [Cl:1][C:2]1[CH:3]=[CH:4][N:5]2[C:10]=1[C:9](=[O:11])[N:8]([C:12]1[CH:17]=[CH:16][CH:15]=[CH:14][CH:13]=1)[C:7]([C@@H:18]1[CH2:22][CH2:21][CH2:20][N:19]1[C:23]1[C:24]3[C:31]([C:32]([NH:34][CH2:35][CH2:36]O)=[O:33])=[CH:30][NH:29][C:25]=3[N:26]=[CH:27][N:28]=1)=[N:6]2.CCN(CC)CC.CS(Cl)(=O)=O, predict the reaction product. The product is: [Cl:1][C:2]1[CH:3]=[CH:4][N:5]2[C:10]=1[C:9](=[O:11])[N:8]([C:12]1[CH:13]=[CH:14][CH:15]=[CH:16][CH:17]=1)[C:7]([C@@H:18]1[CH2:22][CH2:21][CH2:20][N:19]1[C:23]1[C:24]3[C:31]([C:32]4[O:33][CH2:36][CH2:35][N:34]=4)=[CH:30][NH:29][C:25]=3[N:26]=[CH:27][N:28]=1)=[N:6]2. (8) Given the reactants [S:1]1[CH:5]=[C:4]([C:6]2[N:15]=[C:14]([C:16]([OH:18])=O)[C:13]3[C:8](=[CH:9][CH:10]=[CH:11][CH:12]=3)[N:7]=2)[N:3]=[CH:2]1.Cl.[CH3:20][O:21][C:22]1[C:31]([O:32][CH3:33])=[CH:30][CH:29]=[C:28]2[C:23]=1[CH2:24][CH2:25][NH:26][CH2:27]2, predict the reaction product. The product is: [S:1]1[CH:5]=[C:4]([C:6]2[N:15]=[C:14]([C:16]([N:26]3[CH2:25][CH2:24][C:23]4[C:28](=[CH:29][CH:30]=[C:31]([O:32][CH3:33])[C:22]=4[O:21][CH3:20])[CH2:27]3)=[O:18])[C:13]3[C:8](=[CH:9][CH:10]=[CH:11][CH:12]=3)[N:7]=2)[N:3]=[CH:2]1. (9) Given the reactants O.O.[Sn](Cl)Cl.[N+:6]([C:9]1[CH:38]=[CH:37][C:12]2[C:13](=[O:36])[C:14]3[CH:21]=[CH:20][C:19]([NH:22][C:23]4[CH:28]=[CH:27][C:26]([C:29]([F:32])([F:31])[F:30])=[CH:25][C:24]=4[N+:33]([O-])=O)=[CH:18][C:15]=3[O:16][CH2:17][C:11]=2[CH:10]=1)([O-])=O, predict the reaction product. The product is: [NH2:6][C:9]1[CH:38]=[CH:37][C:12]2[C:13](=[O:36])[C:14]3[CH:21]=[CH:20][C:19]([NH:22][C:23]4[CH:28]=[CH:27][C:26]([C:29]([F:32])([F:30])[F:31])=[CH:25][C:24]=4[NH2:33])=[CH:18][C:15]=3[O:16][CH2:17][C:11]=2[CH:10]=1. (10) Given the reactants [NH2:1][C:2]1[CH:38]=[CH:37][C:5]([CH2:6][NH:7][C:8]([O:10][C@H:11]([C:22]2[CH:27]=[CH:26][C:25]([O:28][CH:29]([F:31])[F:30])=[C:24]([O:32][CH2:33][CH:34]3[CH2:36][CH2:35]3)[CH:23]=2)[CH2:12][C:13]2[C:18]([Cl:19])=[CH:17][N+:16]([O-:20])=[CH:15][C:14]=2[Cl:21])=[O:9])=[CH:4][CH:3]=1.[CH3:39][S:40](Cl)(=[O:42])=[O:41], predict the reaction product. The product is: [Cl:19][C:18]1[CH:17]=[N+:16]([O-:20])[CH:15]=[C:14]([Cl:21])[C:13]=1[CH2:12][C@@H:11]([C:22]1[CH:27]=[CH:26][C:25]([O:28][CH:29]([F:30])[F:31])=[C:24]([O:32][CH2:33][CH:34]2[CH2:36][CH2:35]2)[CH:23]=1)[O:10][C:8](=[O:9])[NH:7][CH2:6][C:5]1[CH:4]=[CH:3][C:2]([N:1]([S:40]([CH3:39])(=[O:42])=[O:41])[S:40]([CH3:39])(=[O:42])=[O:41])=[CH:38][CH:37]=1.